Task: Predict the product of the given reaction.. Dataset: Forward reaction prediction with 1.9M reactions from USPTO patents (1976-2016) (1) Given the reactants [B:1]([C:4]1[CH:9]=[CH:8][C:7]([CH:10]=[CH:11][C:12]([OH:14])=O)=[CH:6][CH:5]=1)([OH:3])[OH:2].CCN=C=NCCCN(C)C.C1C=CC2N(O)N=NC=2C=1.[NH2:36][CH2:37][CH2:38][NH:39][C:40](=[O:66])[CH2:41][C@@H:42]1[N:48]=[C:47]([C:49]2[CH:54]=[CH:53][C:52]([Cl:55])=[CH:51][CH:50]=2)[C:46]2[CH:56]=[C:57]([O:60][CH3:61])[CH:58]=[CH:59][C:45]=2[N:44]2[C:62]([CH3:65])=[N:63][N:64]=[C:43]12, predict the reaction product. The product is: [Cl:55][C:52]1[CH:53]=[CH:54][C:49]([C:47]2[C:46]3[CH:56]=[C:57]([O:60][CH3:61])[CH:58]=[CH:59][C:45]=3[N:44]3[C:62]([CH3:65])=[N:63][N:64]=[C:43]3[C@H:42]([CH2:41][C:40]([NH:39][CH2:38][CH2:37][NH:36][C:12](=[O:14])/[CH:11]=[CH:10]/[C:7]3[CH:6]=[CH:5][C:4]([B:1]([OH:2])[OH:3])=[CH:9][CH:8]=3)=[O:66])[N:48]=2)=[CH:50][CH:51]=1. (2) Given the reactants [NH2:1][C:2]1[C:10]([CH3:11])=[CH:9][CH:8]=[CH:7][C:3]=1[C:4]([NH2:6])=[O:5].Cl.[CH2:13]([N:15]([CH2:21][CH3:22])[CH2:16][CH2:17][C:18](O)=O)[CH3:14], predict the reaction product. The product is: [CH3:11][C:10]1[CH:9]=[CH:8][CH:7]=[C:3]2[C:2]=1[N:1]=[C:18]([CH2:17][CH2:16][N:15]([CH2:21][CH3:22])[CH2:13][CH3:14])[NH:6][C:4]2=[O:5]. (3) Given the reactants Br[C:2]1[CH:7]=[CH:6][C:5]([CH:8]([C:21]2[CH:26]=[CH:25][CH:24]=[CH:23][C:22]=2[Cl:27])[CH2:9]/[C:10](/[C:13]2[CH:14]=[CH:15][C:16](=[O:20])[N:17]([CH3:19])[CH:18]=2)=[N:11]\[OH:12])=[CH:4][CH:3]=1.[F:28][C:29]1[CH:30]=[C:31](B(O)O)[CH:32]=[CH:33][C:34]=1[C:35]([O:37][CH3:38])=[O:36].O.C(=O)([O-])[O-].[Na+].[Na+], predict the reaction product. The product is: [CH3:38][O:37][C:35]([C:34]1[CH:33]=[CH:32][C:31]([C:2]2[CH:7]=[CH:6][C:5]([CH:8]([C:21]3[CH:26]=[CH:25][CH:24]=[CH:23][C:22]=3[Cl:27])[CH2:9]/[C:10](=[N:11]\[OH:12])/[C:13]3[CH:14]=[CH:15][C:16](=[O:20])[N:17]([CH3:19])[CH:18]=3)=[CH:4][CH:3]=2)=[CH:30][C:29]=1[F:28])=[O:36]. (4) Given the reactants [C:1]([C:3]1[CH:8]=[C:7]([C:9]([F:12])([F:11])[F:10])[CH:6]=[CH:5][C:4]=1[N:13]1[CH2:18][CH2:17][O:16][C:15]2[CH:19]=[C:20]([S:23](OC3C(F)=C(F)C(F)=C(F)C=3F)(=[O:25])=[O:24])[CH:21]=[CH:22][C:14]1=2)#[N:2].[N:38]1[CH:43]=[CH:42][C:41]([NH2:44])=[N:40][CH:39]=1.C[Si]([N-][Si](C)(C)C)(C)C.[Li+], predict the reaction product. The product is: [C:1]([C:3]1[CH:8]=[C:7]([C:9]([F:11])([F:12])[F:10])[CH:6]=[CH:5][C:4]=1[N:13]1[CH2:18][CH2:17][O:16][C:15]2[CH:19]=[C:20]([S:23]([NH:44][C:41]3[CH:42]=[CH:43][N:38]=[CH:39][N:40]=3)(=[O:24])=[O:25])[CH:21]=[CH:22][C:14]1=2)#[N:2]. (5) Given the reactants [NH2:1][CH2:2][CH2:3][CH2:4][O:5][CH2:6][CH2:7][O:8][CH2:9][CH2:10][O:11][CH2:12][CH2:13][O:14][CH2:15][CH2:16][O:17][CH2:18][CH2:19][CH2:20][NH:21][C:22]1[CH:30]=[C:29]([N:31]2[C:39]3[CH2:38][C:37]([CH3:41])([CH3:40])[CH2:36][C:35](=[O:42])[C:34]=3[C:33]([CH3:43])=[N:32]2)[CH:28]=[CH:27][C:23]=1[C:24]([NH2:26])=[O:25].[I:44][C:45]1[CH:46]=[C:47]([CH:51]=[CH:52][CH:53]=1)[C:48](O)=[O:49].C(Cl)CCl.C1C=CC2N(O)N=NC=2C=1, predict the reaction product. The product is: [C:24]([C:23]1[CH:27]=[CH:28][C:29]([N:31]2[C:39]3[CH2:38][C:37]([CH3:40])([CH3:41])[CH2:36][C:35](=[O:42])[C:34]=3[C:33]([CH3:43])=[N:32]2)=[CH:30][C:22]=1[NH:21][CH2:20][CH2:19][CH2:18][O:17][CH2:16][CH2:15][O:14][CH2:13][CH2:12][O:11][CH2:10][CH2:9][O:8][CH2:7][CH2:6][O:5][CH2:4][CH2:3][CH2:2][NH:1][C:48](=[O:49])[C:47]1[CH:51]=[CH:52][CH:53]=[C:45]([I:44])[CH:46]=1)(=[O:25])[NH2:26]. (6) Given the reactants [O:1]1[CH2:8][CH2:7][CH2:6][NH:5][CH2:4][C:3]2[CH:9]=[CH:10][C:11]([C:13]([O:15]CC)=O)=[CH:12][C:2]1=2.[NH2:18][OH:19].[OH-].[Na+].Cl, predict the reaction product. The product is: [OH:19][NH:18][C:13]([C:11]1[CH:10]=[CH:9][C:3]2[CH2:4][NH:5][CH2:6][CH2:7][CH2:8][O:1][C:2]=2[CH:12]=1)=[O:15]. (7) Given the reactants [CH:1](OCC)(OCC)OCC.[CH3:11][C:12]1([CH3:20])[O:19][C:17](=[O:18])[CH2:16][C:14](=[O:15])[O:13]1.[CH2:21]([C:28]1[CH:29]=[C:30]([CH:32]=[CH:33][CH:34]=1)[NH2:31])[C:22]1[CH:27]=[CH:26][CH:25]=[CH:24][CH:23]=1.[CH2:35]([C:42]1[CH:48]=[CH:47][C:45]([NH2:46])=[CH:44][CH:43]=1)[C:36]1[CH:41]=[CH:40][CH:39]=[CH:38][CH:37]=1, predict the reaction product. The product is: [CH2:21]([C:28]1[CH:29]=[C:30]([NH:31][CH:1]=[C:16]2[C:17](=[O:18])[O:19][C:12]([CH3:20])([CH3:11])[O:13][C:14]2=[O:15])[CH:32]=[CH:33][CH:34]=1)[C:22]1[CH:23]=[CH:24][CH:25]=[CH:26][CH:27]=1.[CH2:35]([C:42]1[CH:43]=[CH:44][C:45]([NH:46][CH:1]=[C:16]2[C:17](=[O:18])[O:19][C:12]([CH3:20])([CH3:11])[O:13][C:14]2=[O:15])=[CH:47][CH:48]=1)[C:36]1[CH:37]=[CH:38][CH:39]=[CH:40][CH:41]=1.